From a dataset of Reaction yield outcomes from USPTO patents with 853,638 reactions. Predict the reaction yield, written as a fraction of the theoretical maximum amount of product (1.0 means a 100% yield; for example, 0.34 means a 34% yield). (1) The reactants are [O:1]1[CH:5]=[CH:4][CH:3]=[C:2]1[C:6](=O)[CH2:7][C:8](=O)[C:9]([O:11][CH3:12])=[O:10].Cl.[Cl:16][C:17]1[CH:22]=[CH:21][CH:20]=[CH:19][C:18]=1[NH:23][NH2:24]. The catalyst is CO. The product is [Cl:16][C:17]1[CH:22]=[CH:21][CH:20]=[CH:19][C:18]=1[N:23]1[C:6]([C:2]2[O:1][CH:5]=[CH:4][CH:3]=2)=[CH:7][C:8]([C:9]([O:11][CH3:12])=[O:10])=[N:24]1. The yield is 0.800. (2) The reactants are [NH2:1][C:2]1[CH:7]=[CH:6][C:5]([CH3:8])=[CH:4][CH:3]=1.CC[N:11]([CH:15]([CH3:17])[CH3:16])C(C)C.[Li+].[OH-:19].O.Cl.C[CH2:23][N:24]=[C:25]=[N:26][CH2:27][CH2:28][CH2:29][N:30](C)C.Cl.[NH3:34]. The catalyst is C(#N)C.CN(C=O)C.O1CCOCC1.C1COCC1.O. The product is [C:5]1([CH3:8])[CH:6]=[CH:7][C:2]([NH:1][C:27]2[C:28]([C:29]([NH2:30])=[O:19])=[CH:23][N:24]=[C:25]([NH:34][CH2:17][C@@H:15]([NH2:11])[CH3:16])[N:26]=2)=[CH:3][CH:4]=1. The yield is 0.890.